From a dataset of Reaction yield outcomes from USPTO patents with 853,638 reactions. Predict the reaction yield, written as a fraction of the theoretical maximum amount of product (1.0 means a 100% yield; for example, 0.34 means a 34% yield). (1) The yield is 0.610. The product is [CH2:48]([O:42][C:41]([C:38]1[CH:37]=[C:36]([O:44][CH2:1][C:2]2[CH:7]=[CH:6][CH:5]=[CH:4][CH:3]=2)[C:35]2[C:40](=[C:31]([O:30][CH2:23][C:24]3[CH:25]=[CH:26][CH:27]=[CH:28][CH:29]=3)[CH:32]=[C:33]([Br:45])[CH:34]=2)[N:39]=1)=[O:43])[C:49]1[CH:54]=[CH:53][CH:52]=[CH:51][CH:50]=1. No catalyst specified. The reactants are [CH2:1](OC1C(Br)=CC=C2C=1N=C(C(O)=O)C=C2)[C:2]1[CH:7]=[CH:6][CH:5]=[CH:4][CH:3]=1.[CH2:23]([O:30][C:31]1[CH:32]=[C:33]([Br:45])[CH:34]=[C:35]2[C:40]=1[N:39]=[C:38]([C:41]([OH:43])=[O:42])[CH:37]=[C:36]2[OH:44])[C:24]1[CH:29]=[CH:28][CH:27]=[CH:26][CH:25]=1.[H-].[Na+].[CH2:48](Br)[C:49]1[CH:54]=[CH:53][CH:52]=[CH:51][CH:50]=1. (2) The reactants are [F:1][C:2]1[CH:7]=[CH:6][C:5]([C:8]2[NH:9][CH:10]=[C:11]([CH2:19][OH:20])[C:12]=2[C:13]2[CH:18]=[CH:17][N:16]=[CH:15][CH:14]=2)=[CH:4][CH:3]=1. The catalyst is CS(C)=O.[O-2].[O-2].[Mn+4]. The product is [F:1][C:2]1[CH:3]=[CH:4][C:5]([C:8]2[NH:9][CH:10]=[C:11]([CH:19]=[O:20])[C:12]=2[C:13]2[CH:18]=[CH:17][N:16]=[CH:15][CH:14]=2)=[CH:6][CH:7]=1. The yield is 0.690. (3) The reactants are Br[C:2]1[CH:7]=[CH:6][CH:5]=[C:4]([Br:8])[N:3]=1.C([Mg]Cl)(C)C.[O:14]1[CH:18]=[CH:17][CH:16]=[C:15]1[C:19]1[N:20]=[C:21]([NH:30][C:31]([C:33]2[CH:38]=[CH:37][N:36]=[CH:35][CH:34]=2)=[O:32])[S:22][C:23]=1[C:24](=[O:29])N(OC)C.[Cl-].[NH4+]. The catalyst is C1COCC1. The product is [Br:8][C:4]1[N:3]=[C:2]([C:24]([C:23]2[S:22][C:21]([NH:30][C:31]([C:33]3[CH:34]=[CH:35][N:36]=[CH:37][CH:38]=3)=[O:32])=[N:20][C:19]=2[C:15]2[O:14][CH:18]=[CH:17][CH:16]=2)=[O:29])[CH:7]=[CH:6][CH:5]=1. The yield is 0.310. (4) The reactants are [NH2:1][C:2]1[CH:3]=[C:4]([C:8]2[N:13]3[N:14]=[CH:15][C:16]([C:17]([C:19]4[S:20][CH:21]=[CH:22][CH:23]=4)=[O:18])=[C:12]3[N:11]=[CH:10][CH:9]=2)[CH:5]=[CH:6][CH:7]=1.C(N(CC)CC)C.Cl[C:32]([O:34][CH2:35][C:36]([Cl:39])([Cl:38])[Cl:37])=[O:33]. The catalyst is O1CCCC1. The product is [S:20]1[CH:21]=[CH:22][CH:23]=[C:19]1[C:17]([C:16]1[CH:15]=[N:14][N:13]2[C:8]([C:4]3[CH:3]=[C:2]([NH:1][C:32](=[O:33])[O:34][CH2:35][C:36]([Cl:39])([Cl:38])[Cl:37])[CH:7]=[CH:6][CH:5]=3)=[CH:9][CH:10]=[N:11][C:12]=12)=[O:18]. The yield is 0.750. (5) The reactants are [Br:1][C:2]1[CH:3]=[C:4]2[C:9](=[CH:10][CH:11]=1)[N:8]=[CH:7][C:6]([C:12]([CH:14]1[CH2:16][CH2:15]1)=[O:13])=[C:5]2Cl.[C:18]([O:22][C:23](=[O:33])[N:24]([C@H:26]1[CH2:31][CH2:30][C@H:29]([NH2:32])[CH2:28][CH2:27]1)[CH3:25])([CH3:21])([CH3:20])[CH3:19]. No catalyst specified. The product is [Br:1][C:2]1[CH:3]=[C:4]2[C:9](=[CH:10][CH:11]=1)[N:8]=[CH:7][C:6]([C:12]([CH:14]1[CH2:16][CH2:15]1)=[O:13])=[C:5]2[NH:32][C@H:29]1[CH2:30][CH2:31][C@H:26]([N:24]([CH3:25])[C:23](=[O:33])[O:22][C:18]([CH3:19])([CH3:20])[CH3:21])[CH2:27][CH2:28]1. The yield is 0.870. (6) The reactants are C1(P(C2C=CC=CC=2)C2C=CC=CC=2)C=CC=CC=1.BrN1C(=O)CCC1=O.[Br:28][C:29]1[CH:30]=[C:31]([CH:39]([CH2:43][CH:44]2[CH2:48][CH2:47][CH2:46][CH2:45]2)[C:40]([OH:42])=O)[CH:32]=[CH:33][C:34]=1[S:35]([CH3:38])(=[O:37])=[O:36].[NH2:49][C:50]1[S:51][CH:52]=[CH:53][N:54]=1. The catalyst is C(Cl)Cl. The product is [Br:28][C:29]1[CH:30]=[C:31]([CH:39]([CH2:43][CH:44]2[CH2:48][CH2:47][CH2:46][CH2:45]2)[C:40]([NH:49][C:50]2[S:51][CH:52]=[CH:53][N:54]=2)=[O:42])[CH:32]=[CH:33][C:34]=1[S:35]([CH3:38])(=[O:36])=[O:37]. The yield is 0.880.